This data is from Reaction yield outcomes from USPTO patents with 853,638 reactions. The task is: Predict the reaction yield, written as a fraction of the theoretical maximum amount of product (1.0 means a 100% yield; for example, 0.34 means a 34% yield). (1) The reactants are [ClH:1].[OH:2][C:3]1[CH:4]=[C:5]([CH:31]=[C:32]([F:34])[CH:33]=1)[CH2:6][C@H:7]([NH:27][C:28](=[O:30])[CH3:29])[C@H:8]([OH:26])[CH2:9][NH:10][C:11]1([C:17]2[CH:22]=[CH:21][CH:20]=[C:19]([CH:23]([CH3:25])[CH3:24])[CH:18]=2)[CH2:16][CH2:15][CH2:14][CH2:13][CH2:12]1.Br[CH2:36][CH2:37][O:38][CH2:39][CH2:40][O:41][CH3:42]. No catalyst specified. The product is [ClH:1].[CH3:42][O:41][CH2:40][CH2:39][O:38][CH2:37][CH2:36][O:2][C:3]1[CH:4]=[C:5]([CH:31]=[C:32]([F:34])[CH:33]=1)[CH2:6][C@H:7]([NH:27][C:28](=[O:30])[CH3:29])[C@H:8]([OH:26])[CH2:9][NH:10][C:11]1([C:17]2[CH:22]=[CH:21][CH:20]=[C:19]([CH:23]([CH3:25])[CH3:24])[CH:18]=2)[CH2:16][CH2:15][CH2:14][CH2:13][CH2:12]1. The yield is 0.520. (2) The reactants are Br[C:2]1[CH:14]=[CH:13][C:12]2[C:11]3[C:6](=[CH:7][C:8]([Br:15])=[CH:9][CH:10]=3)[C:5]([CH3:17])([CH3:16])[C:4]=2[CH:3]=1.[CH:18]1[C:26]2[C:25]3[CH:27]=[CH:28][CH:29]=[CH:30][C:24]=3[S:23][C:22]=2[CH:21]=[CH:20][C:19]=1B(O)O.C([O-])([O-])=O.[K+].[K+]. The catalyst is C1(C)C=CC=CC=1.O.C1C=CC(P(C2C=CC=CC=2)C2C=CC=CC=2)=CC=1.C1C=CC(P(C2C=CC=CC=2)C2C=CC=CC=2)=CC=1.C1C=CC(P(C2C=CC=CC=2)C2C=CC=CC=2)=CC=1.C1C=CC(P(C2C=CC=CC=2)C2C=CC=CC=2)=CC=1.[Pd]. The product is [Br:15][C:8]1[CH:7]=[C:6]2[C:11]([C:12]3[CH:13]=[CH:14][C:2]([C:28]4[CH:29]=[CH:30][C:24]5[S:23][C:22]6[CH:21]=[CH:20][CH:19]=[CH:18][C:26]=6[C:25]=5[CH:27]=4)=[CH:3][C:4]=3[C:5]2([CH3:16])[CH3:17])=[CH:10][CH:9]=1. The yield is 0.500. (3) The reactants are C([O:5][C:6](=[O:34])[C:7]1[CH:12]=[CH:11][C:10]([N:13]([C:20]2[CH:25]=[CH:24][C:23]([O:26][CH:27]([F:29])[F:28])=[C:22]([O:30][CH:31]([F:33])[F:32])[CH:21]=2)[CH2:14][C:15]2[S:19][CH:18]=[N:17][CH:16]=2)=[CH:9][CH:8]=1)(C)(C)C.FC(F)(F)C(O)=O.C(=O)(O)[O-].[Na+]. The catalyst is ClCCl.C(OCC)(=O)C. The product is [F:33][CH:31]([F:32])[O:30][C:22]1[CH:21]=[C:20]([N:13]([CH2:14][C:15]2[S:19][CH:18]=[N:17][CH:16]=2)[C:10]2[CH:9]=[CH:8][C:7]([C:6]([OH:34])=[O:5])=[CH:12][CH:11]=2)[CH:25]=[CH:24][C:23]=1[O:26][CH:27]([F:29])[F:28]. The yield is 0.680. (4) The reactants are [C:1]([C:11]1[S:12][CH:13]=[CH:14][CH:15]=1)#[C:2][CH2:3][CH2:4][CH2:5][CH2:6][CH2:7][CH2:8][CH2:9][CH3:10].C([Li])CCC.C[Sn:22](Cl)(C)C.[Li]. The catalyst is O1CCCC1. The product is [SnH3:22][SH:12]1[C:11]([C:1]#[C:2][CH2:3][CH2:4][CH2:5][CH2:6][CH2:7][CH2:8][CH2:9][CH3:10])=[CH:15][CH:14]=[CH:13]1. The yield is 0.940.